This data is from Catalyst prediction with 721,799 reactions and 888 catalyst types from USPTO. The task is: Predict which catalyst facilitates the given reaction. (1) Product: [Cl:17][C:18]1[CH:19]=[CH:20][C:21]([CH2:24][C:25]2[S:27][CH:2]=[C:3]([CH:5]3[CH2:10][CH2:9][N:8]([C:11]([O:13][CH2:14][CH:15]=[CH2:16])=[O:12])[CH2:7][CH2:6]3)[N:26]=2)=[CH:22][CH:23]=1. Reactant: Br[CH2:2][C:3]([CH:5]1[CH2:10][CH2:9][N:8]([C:11]([O:13][CH2:14][CH:15]=[CH2:16])=[O:12])[CH2:7][CH2:6]1)=O.[Cl:17][C:18]1[CH:23]=[CH:22][C:21]([CH2:24][C:25](=[S:27])[NH2:26])=[CH:20][CH:19]=1. The catalyst class is: 8. (2) Reactant: [Cl:1][C:2]1[CH:7]=[CH:6][C:5]([C:8]2[N:12]([CH2:13][C@@H:14](O)[C:15]([F:18])([F:17])[F:16])[C:11](=[O:20])[N:10]([CH2:21][C:22]([O:24][CH3:25])=[O:23])[N:9]=2)=[CH:4][CH:3]=1.FC(F)(F)S(OS(C(F)(F)F)(=O)=O)(=O)=O. Product: [Cl:1][C:2]1[CH:7]=[CH:6][C:5]([C:8]2[N:12](/[CH:13]=[CH:14]/[C:15]([F:18])([F:16])[F:17])[C:11](=[O:20])[N:10]([CH2:21][C:22]([O:24][CH3:25])=[O:23])[N:9]=2)=[CH:4][CH:3]=1. The catalyst class is: 17. (3) Reactant: [Br:1][C:2]1[C:3](Cl)=[N:4][CH:5]=[C:6]([N+:11]([O-:13])=[O:12])[C:7]=1[NH:8][CH2:9][CH3:10].[F:15][C:16]1[CH:21]=[CH:20][C:19]([OH:22])=[CH:18][CH:17]=1.C([O-])([O-])=O.[K+].[K+].O. Product: [Br:1][C:2]1[C:3]([O:22][C:19]2[CH:20]=[CH:21][C:16]([F:15])=[CH:17][CH:18]=2)=[N:4][CH:5]=[C:6]([N+:11]([O-:13])=[O:12])[C:7]=1[NH:8][CH2:9][CH3:10]. The catalyst class is: 10. (4) Reactant: [F:1][C:2]1[CH:7]=[CH:6][C:5]([C:8]2[CH:9]=[N:10][NH:11][C:12]=2[NH2:13])=[CH:4][CH:3]=1.[O:14]1[CH2:19][CH2:18][O:17][C:16]2[CH:20]=[C:21]([C:24](=O)[CH2:25][C:26](OCC)=[O:27])[CH:22]=[CH:23][C:15]1=2. Product: [O:14]1[CH2:19][CH2:18][O:17][C:16]2[CH:20]=[C:21]([C:24]3[NH:13][C:12]4[N:11]([N:10]=[CH:9][C:8]=4[C:5]4[CH:4]=[CH:3][C:2]([F:1])=[CH:7][CH:6]=4)[C:26](=[O:27])[CH:25]=3)[CH:22]=[CH:23][C:15]1=2. The catalyst class is: 15. (5) Reactant: [CH2:1](O)[CH2:2][CH2:3][CH2:4][CH2:5][CH2:6][CH2:7][CH2:8][CH2:9][CH2:10][OH:11].[BrH:13]. Product: [Br:13][CH2:1][CH2:2][CH2:3][CH2:4][CH2:5][CH2:6][CH2:7][CH2:8][CH2:9][CH2:10][OH:11]. The catalyst class is: 11. (6) Reactant: [NH2:1][C:2]1[CH:3]=[CH:4][CH:5]=[C:6]2[C:11]=1[NH:10][C:9](=[O:12])[CH:8]([NH:13][C:14](=[O:20])[O:15][C:16]([CH3:19])([CH3:18])[CH3:17])[CH2:7]2.[H-].[Na+].[CH2:23](Br)[C:24]1[CH:29]=[CH:28][CH:27]=[CH:26][CH:25]=1. Product: [NH2:1][C:2]1[CH:3]=[CH:4][CH:5]=[C:6]2[C:11]=1[N:10]([CH2:23][C:24]1[CH:29]=[CH:28][CH:27]=[CH:26][CH:25]=1)[C:9](=[O:12])[CH:8]([NH:13][C:14](=[O:20])[O:15][C:16]([CH3:17])([CH3:19])[CH3:18])[CH2:7]2. The catalyst class is: 9. (7) Reactant: [C:1]([C:3]1[N:8]=[CH:7][C:6]([NH:9][C@H:10]2[C@@H:15]([NH:16]C(=O)OC(C)(C)C)[CH2:14][CH2:13][S:12](=[O:25])(=[O:24])[CH2:11]2)=[CH:5][C:4]=1[NH:26][C:27]1[CH:32]=[C:31]([O:33][CH3:34])[CH:30]=[C:29]([CH3:35])[N:28]=1)#[N:2].C(O)(C(F)(F)F)=O. Product: [NH2:16][C@H:15]1[CH2:14][CH2:13][S:12](=[O:25])(=[O:24])[CH2:11][C@H:10]1[NH:9][C:6]1[CH:5]=[C:4]([NH:26][C:27]2[CH:32]=[C:31]([O:33][CH3:34])[CH:30]=[C:29]([CH3:35])[N:28]=2)[C:3]([C:1]#[N:2])=[N:8][CH:7]=1. The catalyst class is: 2.